From a dataset of Reaction yield outcomes from USPTO patents with 853,638 reactions. Predict the reaction yield, written as a fraction of the theoretical maximum amount of product (1.0 means a 100% yield; for example, 0.34 means a 34% yield). The reactants are [NH:1]1[C:9]2[C:4](=[CH:5][CH:6]=[C:7]([C:10]([OH:12])=[O:11])[CH:8]=2)[CH:3]=[N:2]1.[C:13](=O)([O-])[O-].[Na+].[Na+].IC.C(=O)(O)[O-].[Na+]. The catalyst is CN(C)C=O. The product is [NH:1]1[C:9]2[C:4](=[CH:5][CH:6]=[C:7]([C:10]([O:12][CH3:13])=[O:11])[CH:8]=2)[CH:3]=[N:2]1. The yield is 0.900.